Task: Predict which catalyst facilitates the given reaction.. Dataset: Catalyst prediction with 721,799 reactions and 888 catalyst types from USPTO (1) Reactant: FC(F)(F)C(O)=O.C(OC(=O)[NH:14][C@H:15]1[CH2:20][CH2:19][C@@H:18]([N:21]2[C:26](=[O:27])[C:25]3[CH:28]=[C:29]([F:32])[CH:30]=[N:31][C:24]=3[N:23]([C:33]3[CH:34]=[C:35]([C:39]4[CH:44]=[CH:43][CH:42]=[C:41]([OH:45])[C:40]=4[CH2:46][N:47]4[CH2:52][CH2:51][O:50][CH2:49][CH2:48]4)[CH:36]=[CH:37][CH:38]=3)[C:22]2=[O:53])[CH2:17][CH2:16]1)(C)(C)C. Product: [NH2:14][C@@H:15]1[CH2:20][CH2:19][C@H:18]([N:21]2[C:26](=[O:27])[C:25]3[CH:28]=[C:29]([F:32])[CH:30]=[N:31][C:24]=3[N:23]([C:33]3[CH:34]=[C:35]([C:39]4[CH:44]=[CH:43][CH:42]=[C:41]([OH:45])[C:40]=4[CH2:46][N:47]4[CH2:52][CH2:51][O:50][CH2:49][CH2:48]4)[CH:36]=[CH:37][CH:38]=3)[C:22]2=[O:53])[CH2:17][CH2:16]1. The catalyst class is: 4. (2) Reactant: C([O:3][C:4]([C@@H:6]1[CH2:11][CH2:10][CH2:9][N:8]([CH2:12][CH:13]([OH:26])[CH2:14][O:15][C:16]2[CH:25]=[CH:24][CH:23]=[C:22]3[C:17]=2[CH:18]=[CH:19][CH:20]=[N:21]3)[CH2:7]1)=[O:5])C.O.CO.[OH-].[Li+:31]. Product: [OH:26][CH:13]([CH2:14][O:15][C:16]1[CH:25]=[CH:24][CH:23]=[C:22]2[C:17]=1[CH:18]=[CH:19][CH:20]=[N:21]2)[CH2:12][N:8]1[CH2:9][CH2:10][CH2:11][C@@H:6]([C:4]([O-:5])=[O:3])[CH2:7]1.[Li+:31]. The catalyst class is: 7.